This data is from Peptide-MHC class II binding affinity with 134,281 pairs from IEDB. The task is: Regression. Given a peptide amino acid sequence and an MHC pseudo amino acid sequence, predict their binding affinity value. This is MHC class II binding data. (1) The peptide sequence is DTVLEKNVTVHSVNLLENSH. The MHC is DRB1_1101 with pseudo-sequence DRB1_1101. The binding affinity (normalized) is 0. (2) The peptide sequence is FKAAVAAAAGAPPAD. The MHC is HLA-DPA10301-DPB10402 with pseudo-sequence HLA-DPA10301-DPB10402. The binding affinity (normalized) is 0.0609.